From a dataset of Catalyst prediction with 721,799 reactions and 888 catalyst types from USPTO. Predict which catalyst facilitates the given reaction. (1) Reactant: C[N:2]([CH:4]=[O:5])C.[N:6]1[CH:7]=[N:8][N:9]2[CH:14]=[C:13]([C:15]3[O:16][C:17]4([CH2:32][CH2:31][CH:30]([CH2:33]C(O)=O)[CH2:29][CH2:28]4)[C:18](=[O:27])[C:19]=3[C:20]3[CH:21]=[C:22]([CH3:26])[CH:23]=[CH:24][CH:25]=3)[CH:12]=[CH:11][C:10]=12.C(Cl)(C(Cl)=O)=O. Product: [N:6]1[CH:7]=[N:8][N:9]2[CH:14]=[C:13]([C:15]3[O:16][C:17]4([CH2:32][CH2:31][C:30](=[CH:33][C:4]([NH2:2])=[O:5])[CH2:29][CH2:28]4)[C:18](=[O:27])[C:19]=3[C:20]3[CH:21]=[C:22]([CH3:26])[CH:23]=[CH:24][CH:25]=3)[CH:12]=[CH:11][C:10]=12. The catalyst class is: 4. (2) Reactant: [O:1]1[C:5]2[CH:6]=[CH:7][CH:8]=[CH:9][C:4]=2[N:3]=[C:2]1[C@@H:10]([OH:21])[CH:11]([NH:13]C(=O)OC(C)(C)C)[CH3:12].C(O)(C(F)(F)F)=O. Product: [NH2:13][C@@H:11]([CH3:12])[CH:10]([C:2]1[O:1][C:5]2[CH:6]=[CH:7][CH:8]=[CH:9][C:4]=2[N:3]=1)[OH:21]. The catalyst class is: 4. (3) Reactant: [Cl:1][C:2]1[CH:7]=[C:6]([Cl:8])[CH:5]=[CH:4][C:3]=1[C:9]1[S:10][C:11]([C:15]([NH:17][NH2:18])=[O:16])=[C:12]([CH3:14])[N:13]=1.[OH:19][C:20]1[CH:21]=[C:22]([CH:25]=[CH:26][C:27]=1[O:28][CH3:29])[CH:23]=O. Product: [OH:19][C:20]1[CH:21]=[C:22]([CH:23]=[N:18][NH:17][C:15]([C:11]2[S:10][C:9]([C:3]3[CH:4]=[CH:5][C:6]([Cl:8])=[CH:7][C:2]=3[Cl:1])=[N:13][C:12]=2[CH3:14])=[O:16])[CH:25]=[CH:26][C:27]=1[O:28][CH3:29]. The catalyst class is: 8. (4) Reactant: [C:1]([C:3]([C:15]1[CH:20]=[CH:19][CH:18]=[CH:17][CH:16]=1)([C:9]1[CH:14]=[CH:13][CH:12]=[CH:11][CH:10]=1)[CH2:4][CH2:5][C:6](O)=[O:7])#[N:2].C(Cl)(=O)C([Cl:24])=O. Product: [C:1]([C:3]([C:15]1[CH:20]=[CH:19][CH:18]=[CH:17][CH:16]=1)([C:9]1[CH:14]=[CH:13][CH:12]=[CH:11][CH:10]=1)[CH2:4][CH2:5][C:6]([Cl:24])=[O:7])#[N:2]. The catalyst class is: 4. (5) Reactant: [Cl:1][C:2]1[CH:3]=[C:4](/[CH:17]=[CH:18]/[C:19]([N:21]2[CH2:26][CH2:25][N:24]([CH2:27][C:28]3[CH:33]=[CH:32][C:31]([CH2:34][CH2:35][O:36][C:37]4[CH:42]=[CH:41][C:40]([CH3:43])=[CH:39][CH:38]=4)=[CH:30][CH:29]=3)[CH2:23][CH2:22]2)=[O:20])[CH:5]=[C:6]([CH3:16])[C:7]=1[O:8][C:9]1[CH:14]=[CH:13][C:12]([OH:15])=[CH:11][N:10]=1.[CH3:44][C:45]1[CH:52]=[CH:51][C:48]([CH2:49]Br)=[CH:47][CH:46]=1.[H-].[Na+]. Product: [Cl:1][C:2]1[CH:3]=[C:4](/[CH:17]=[CH:18]/[C:19]([N:21]2[CH2:22][CH2:23][N:24]([CH2:27][C:28]3[CH:33]=[CH:32][C:31]([CH2:34][CH2:35][O:36][C:37]4[CH:42]=[CH:41][C:40]([CH3:43])=[CH:39][CH:38]=4)=[CH:30][CH:29]=3)[CH2:25][CH2:26]2)=[O:20])[CH:5]=[C:6]([CH3:16])[C:7]=1[O:8][C:9]1[CH:14]=[CH:13][C:12]([O:15][CH2:44][C:45]2[CH:52]=[CH:51][C:48]([CH3:49])=[CH:47][CH:46]=2)=[CH:11][N:10]=1. The catalyst class is: 3. (6) Reactant: C(OC([NH:8][CH:9]1[CH:14]2[CH2:15][CH:11]([CH2:12][CH:13]2[C:16]([OH:18])=[O:17])[CH2:10]1)=O)(C)(C)C.FC(F)(F)C(O)=O. The catalyst class is: 4. Product: [NH2:8][CH:9]1[CH:14]2[CH2:15][CH:11]([CH2:12][CH:13]2[C:16]([OH:18])=[O:17])[CH2:10]1. (7) Reactant: [Cl:1][C:2]1[CH:7]=[C:6]([Cl:8])[CH:5]=[C:4]([Cl:9])[C:3]=1[NH:10][S:11]([NH:14][CH2:15][C:16]([O:18][CH2:19][CH3:20])=[O:17])(=[O:13])=[O:12].[CH2:21]=[C:22]([CH2:25]O)[CH2:23]O.C1(P(C2C=CC=CC=2)C2C=CC=CC=2)C=CC=CC=1.CC(OC(/N=N/C(OC(C)C)=O)=O)C. Product: [CH2:21]=[C:22]1[CH2:25][N:10]([C:3]2[C:4]([Cl:9])=[CH:5][C:6]([Cl:8])=[CH:7][C:2]=2[Cl:1])[S:11](=[O:13])(=[O:12])[N:14]([CH2:15][C:16]([O:18][CH2:19][CH3:20])=[O:17])[CH2:23]1. The catalyst class is: 1. (8) Reactant: [CH3:1][CH2:2][CH2:3][O:4][C:5]1[CH:6]=[C:7]2[C:12](=[CH:13][C:14]=1[O:15][CH3:16])[N:11]=[CH:10][N:9]=[C:8]2[O:17][C:18]1[CH:23]=[CH:22][C:21]([NH:24][C:25]([NH:27][CH2:28][CH2:29][CH3:30])=[O:26])=[C:20]([Cl:31])[CH:19]=1.C(=O)([O-])[O-].[K+].[K+].[NH:38]1[CH2:43][CH2:42][O:41][CH2:40][CH2:39]1.O. Product: [Cl:31][C:20]1[CH:19]=[C:18]([O:17][C:8]2[C:7]3[C:12](=[CH:13][C:14]([O:15][CH3:16])=[C:5]([O:4][CH2:3][CH2:2][CH2:1][N:38]4[CH2:43][CH2:42][O:41][CH2:40][CH2:39]4)[CH:6]=3)[N:11]=[CH:10][N:9]=2)[CH:23]=[CH:22][C:21]=1[NH:24][C:25]([NH:27][CH2:28][CH2:29][CH3:30])=[O:26]. The catalyst class is: 9. (9) Reactant: [F:1][C:2]([F:15])([S:11]([O-:14])(=[O:13])=[O:12])[CH2:3][O:4][C:5](=[O:10])[CH2:6][CH2:7][CH2:8][CH3:9].[Na+].[Cl-].[C:18]1([S+:24]([C:31]2[CH:36]=[CH:35][CH:34]=[CH:33][CH:32]=2)[C:25]2[CH:30]=[CH:29][CH:28]=[CH:27][CH:26]=2)[CH:23]=[CH:22][CH:21]=[CH:20][CH:19]=1. Product: [F:15][C:2]([F:1])([S:11]([O-:14])(=[O:13])=[O:12])[CH2:3][O:4][C:5](=[O:10])[CH2:6][CH2:7][CH2:8][CH3:9].[C:31]1([S+:24]([C:18]2[CH:19]=[CH:20][CH:21]=[CH:22][CH:23]=2)[C:25]2[CH:30]=[CH:29][CH:28]=[CH:27][CH:26]=2)[CH:32]=[CH:33][CH:34]=[CH:35][CH:36]=1. The catalyst class is: 6.